From a dataset of Full USPTO retrosynthesis dataset with 1.9M reactions from patents (1976-2016). Predict the reactants needed to synthesize the given product. (1) Given the product [N:4]1[CH:5]=[CH:6][CH:7]=[N:8][C:3]=1[O:2][C:16](=[O:25])[N:17]([CH3:24])[C:18]1[CH:23]=[CH:22][CH:21]=[CH:20][CH:19]=1, predict the reactants needed to synthesize it. The reactants are: Cl.[OH:2][C:3]1[N:8]=[CH:7][CH:6]=[CH:5][N:4]=1.[I-].C[N+]1C=CN([C:16](=[O:25])[N:17]([CH3:24])[C:18]2[CH:23]=[CH:22][CH:21]=[CH:20][CH:19]=2)C=1.C(N(CC)CC)C. (2) Given the product [C:6]([N:10]1[C:14]([NH:15][C:16](=[O:29])[C:17]2[CH:18]=[CH:19][C:20]([N:23]3[CH2:28][CH2:27][N:26]([S:2]([CH3:1])(=[O:4])=[O:3])[CH2:25][CH2:24]3)=[CH:21][CH:22]=2)=[CH:13][C:12]([CH2:30][CH2:31][C:32]2[CH:37]=[CH:36][CH:35]=[C:34]([O:38][CH3:39])[CH:33]=2)=[N:11]1)([CH3:9])([CH3:8])[CH3:7], predict the reactants needed to synthesize it. The reactants are: [CH3:1][S:2](Cl)(=[O:4])=[O:3].[C:6]([N:10]1[C:14]([NH:15][C:16](=[O:29])[C:17]2[CH:22]=[CH:21][C:20]([N:23]3[CH2:28][CH2:27][NH:26][CH2:25][CH2:24]3)=[CH:19][CH:18]=2)=[CH:13][C:12]([CH2:30][CH2:31][C:32]2[CH:37]=[CH:36][CH:35]=[C:34]([O:38][CH3:39])[CH:33]=2)=[N:11]1)([CH3:9])([CH3:8])[CH3:7].C(N(CC)CC)C.